From a dataset of Forward reaction prediction with 1.9M reactions from USPTO patents (1976-2016). Predict the product of the given reaction. (1) Given the reactants [CH3:1][C:2]1[CH:17]=[CH:16][CH:15]=[C:14]([CH3:18])[C:3]=1[C:4]([O:6][CH2:7][C:8]1[CH:13]=[CH:12][CH:11]=[CH:10][CH:9]=1)=[O:5].S(Cl)([Cl:22])(=O)=O.CC(N=NC(C#N)(C)C)(C#N)C.C([O-])(O)=O.[Na+], predict the reaction product. The product is: [Cl:22][CH2:1][C:2]1[CH:17]=[CH:16][CH:15]=[C:14]([CH3:18])[C:3]=1[C:4]([O:6][CH2:7][C:8]1[CH:13]=[CH:12][CH:11]=[CH:10][CH:9]=1)=[O:5]. (2) Given the reactants [Al+3].[Cl-].[Cl-].[Cl-].Cl.[NH2:6][CH:7]1[CH2:15][C:14]2[C:9](=[CH:10][CH:11]=[CH:12][CH:13]=2)[CH2:8]1.Cl.[C:17]1(=[O:23])[O:22][CH2:21][CH2:20][CH2:19][CH2:18]1, predict the reaction product. The product is: [CH2:8]1[C:9]2[C:14](=[CH:13][CH:12]=[CH:11][CH:10]=2)[CH2:15][CH:7]1[NH:6][C:21](=[O:22])[CH2:20][CH2:19][CH2:18][CH2:17][OH:23]. (3) Given the reactants C([O:4][CH2:5][C:6]([CH3:45])([CH3:44])[CH2:7][N:8]1[C:14]2[CH:15]=[CH:16][C:17]([Cl:19])=[CH:18][C:13]=2[C@@H:12]([C:20]2[CH:25]=[CH:24][CH:23]=[C:22]([O:26][CH3:27])[C:21]=2[O:28][CH3:29])[O:11][C@H:10]([CH2:30][C:31]2[S:32][C:33]([CH3:42])=[C:34]([CH2:36][CH2:37]C(OC)=O)[N:35]=2)[C:9]1=[O:43])(=O)C.[OH-:46].[Na+].[CH2:48]([OH:50])C, predict the reaction product. The product is: [Cl:19][C:17]1[CH:16]=[CH:15][C:14]2[N:8]([CH2:7][C:6]([CH3:45])([CH3:44])[CH2:5][OH:4])[C:9](=[O:43])[C@@H:10]([CH2:30][C:31]3[S:32][C:33]([CH3:42])=[C:34]([CH:36]([CH3:37])[C:48]([OH:50])=[O:46])[N:35]=3)[O:11][C@H:12]([C:20]3[CH:25]=[CH:24][CH:23]=[C:22]([O:26][CH3:27])[C:21]=3[O:28][CH3:29])[C:13]=2[CH:18]=1. (4) Given the reactants Cl[C:2]1[N:7]=[C:6]([C:8]([N:10]([CH3:32])[C:11]2[CH:16]=[CH:15][C:14]([CH2:17][N:18]3[CH2:23][CH2:22][N:21]([C:24]([O:26][C:27]([CH3:30])([CH3:29])[CH3:28])=[O:25])[C@@H:20]([CH3:31])[CH2:19]3)=[CH:13][CH:12]=2)=[O:9])[CH:5]=[CH:4][CH:3]=1.[F:33][C:34]1[CH:35]=[C:36]([OH:40])[CH:37]=[CH:38][CH:39]=1, predict the reaction product. The product is: [F:33][C:34]1[CH:35]=[C:36]([O:40][C:2]2[N:7]=[C:6]([C:8]([N:10]([CH3:32])[C:11]3[CH:16]=[CH:15][C:14]([CH2:17][N:18]4[CH2:23][CH2:22][N:21]([C:24]([O:26][C:27]([CH3:30])([CH3:29])[CH3:28])=[O:25])[C@@H:20]([CH3:31])[CH2:19]4)=[CH:13][CH:12]=3)=[O:9])[CH:5]=[CH:4][CH:3]=2)[CH:37]=[CH:38][CH:39]=1. (5) Given the reactants [NH2:1][C:2]1[C:7]([C:8]([C:10]2[CH:15]=[C:14]([F:16])[CH:13]=[CH:12][C:11]=2[O:17][CH3:18])=[O:9])=[CH:6][N:5]=[C:4]([NH:19][CH:20]2[CH2:25][CH2:24][N:23]([S:26]([CH2:29][CH2:30][CH2:31]Cl)(=[O:28])=[O:27])[CH2:22][CH2:21]2)[N:3]=1.[I-].[K+].[CH3:35][N:36]1[CH2:41][CH2:40][NH:39][CH2:38][CH2:37]1, predict the reaction product. The product is: [NH2:1][C:2]1[C:7]([C:8]([C:10]2[CH:15]=[C:14]([F:16])[CH:13]=[CH:12][C:11]=2[O:17][CH3:18])=[O:9])=[CH:6][N:5]=[C:4]([NH:19][CH:20]2[CH2:25][CH2:24][N:23]([S:26]([CH2:29][CH2:30][CH2:31][N:39]3[CH2:40][CH2:41][N:36]([CH3:35])[CH2:37][CH2:38]3)(=[O:28])=[O:27])[CH2:22][CH2:21]2)[N:3]=1. (6) The product is: [OH:15][C:5]1[CH:4]=[C:3]([CH:1]2[C:23]([C:24]3[CH:29]=[CH:28][CH:27]=[CH:26][CH:25]=3)=[C:22]([C:16]3[CH:21]=[CH:20][CH:19]=[CH:18][CH:17]=3)[NH:34][C:32](=[O:33])[NH:31]2)[CH:12]=[C:11]([O:13][CH3:14])[C:6]=1[C:7]([OH:9])=[O:8]. Given the reactants [CH:1]([C:3]1[CH:12]=[C:11]([O:13][CH3:14])[C:6]([C:7]([O:9]C)=[O:8])=[C:5]([OH:15])[CH:4]=1)=O.[C:16]1([C:22](=O)[CH2:23][C:24]2[CH:29]=[CH:28][CH:27]=[CH:26][CH:25]=2)[CH:21]=[CH:20][CH:19]=[CH:18][CH:17]=1.[NH2:31][C:32]([NH2:34])=[O:33].Cl, predict the reaction product. (7) Given the reactants [CH3:1][N:2]([CH3:10])[C:3](=[O:9])[C:4]([O:6]CC)=O.[CH3:11][CH:12]([CH3:16])[C:13](=[O:15])[CH3:14].CC(C)([O-])C.[K+], predict the reaction product. The product is: [CH3:10][N:2]([CH3:1])[C:3](=[O:9])[C:4](=[O:6])[CH2:14][C:13](=[O:15])[CH:12]([CH3:16])[CH3:11]. (8) Given the reactants [Cl:1][C:2]1[CH:3]=[C:4]([C:8]2[O:12][C:11]([CH2:13][CH2:14][C:15]([OH:17])=[O:16])=[N:10][N:9]=2)[CH:5]=[CH:6][CH:7]=1.[C:18](NN)(=O)CC.IC.C([O-])([O-])=O.[K+].[K+], predict the reaction product. The product is: [CH3:18][O:16][C:15](=[O:17])[CH2:14][CH2:13][C:11]1[O:12][C:8]([C:4]2[CH:5]=[CH:6][CH:7]=[C:2]([Cl:1])[CH:3]=2)=[N:9][N:10]=1. (9) Given the reactants Cl[C:2]1[N:7]=[C:6]([C:8]2[CH:13]=[CH:12][CH:11]=[C:10]([C:14]#[C:15][C@:16]3([OH:23])[CH2:20][CH2:19][N:18]([CH3:21])[C:17]3=[O:22])[CH:9]=2)[N:5]=[C:4]([C:24]([O:26][CH2:27][CH3:28])=[O:25])[CH:3]=1.[F:29][C:30]1[CH:31]=[C:32](B(O)O)[CH:33]=[C:34]([F:36])[CH:35]=1, predict the reaction product. The product is: [F:29][C:30]1[CH:31]=[C:32]([C:2]2[N:7]=[C:6]([C:8]3[CH:13]=[CH:12][CH:11]=[C:10]([C:14]#[C:15][C@:16]4([OH:23])[CH2:20][CH2:19][N:18]([CH3:21])[C:17]4=[O:22])[CH:9]=3)[N:5]=[C:4]([C:24]([O:26][CH2:27][CH3:28])=[O:25])[CH:3]=2)[CH:33]=[C:34]([F:36])[CH:35]=1. (10) The product is: [CH2:23]([NH:30][C:20]([C:17]1[CH:16]=[CH:15][C:14]([C:3]2[CH:4]=[C:5]([C:8]3[O:9][C:10]([CH3:13])=[N:11][N:12]=3)[CH:6]=[CH:7][C:2]=2[CH3:1])=[CH:19][CH:18]=1)=[O:21])[C:24]1[CH:29]=[CH:28][CH:27]=[CH:26][CH:25]=1. Given the reactants [CH3:1][C:2]1[CH:7]=[CH:6][C:5]([C:8]2[O:9][C:10]([CH3:13])=[N:11][N:12]=2)=[CH:4][C:3]=1[C:14]1[CH:19]=[CH:18][C:17]([C:20](O)=[O:21])=[CH:16][CH:15]=1.[CH2:23]([NH2:30])[C:24]1[CH:29]=[CH:28][CH:27]=[CH:26][CH:25]=1, predict the reaction product.